This data is from P-glycoprotein inhibition data for predicting drug efflux from Broccatelli et al.. The task is: Regression/Classification. Given a drug SMILES string, predict its absorption, distribution, metabolism, or excretion properties. Task type varies by dataset: regression for continuous measurements (e.g., permeability, clearance, half-life) or binary classification for categorical outcomes (e.g., BBB penetration, CYP inhibition). Dataset: pgp_broccatelli. (1) The compound is N#Cc1c2n(c3c(N4CCN(CCc5cccc([N+](=O)[O-])c5)CC4)ncnc13)CCCC2. The result is 1 (inhibitor). (2) The compound is CC1(C)Oc2ccc(C#N)cc2[C@H](N2CCN(Cc3ccccc3)CC2)[C@H]1O. The result is 1 (inhibitor). (3) The drug is CC[C@@]1(c2ccccc2)NC(=O)N(C)C1=O. The result is 0 (non-inhibitor).